This data is from Catalyst prediction with 721,799 reactions and 888 catalyst types from USPTO. The task is: Predict which catalyst facilitates the given reaction. (1) Reactant: [CH2:1]([O:3][C@@H:4]([CH2:8][C:9]1[CH:14]=[CH:13][C:12]([O:15][CH2:16][CH2:17][N:18]2[C:31]3[CH:30]=[CH:29][CH:28]=[CH:27][C:26]=3[O:25][C:24]3[C:19]2=[CH:20][CH:21]=[CH:22][CH:23]=3)=[CH:11][CH:10]=1)[C:5]([OH:7])=[O:6])[CH3:2].[NH2:32][C@H:33]([C:41]([OH:43])=[O:42])[CH2:34][CH2:35][CH2:36][NH:37][C:38](=[NH:40])[NH2:39]. Product: [NH2:32][C@H:33]([C:41]([OH:43])=[O:42])[CH2:34][CH2:35][CH2:36][NH:37][C:38](=[NH:39])[NH2:40].[CH2:1]([O:3][C@@H:4]([CH2:8][C:9]1[CH:10]=[CH:11][C:12]([O:15][CH2:16][CH2:17][N:18]2[C:31]3[CH:30]=[CH:29][CH:28]=[CH:27][C:26]=3[O:25][C:24]3[C:19]2=[CH:20][CH:21]=[CH:22][CH:23]=3)=[CH:13][CH:14]=1)[C:5]([O-:7])=[O:6])[CH3:2]. The catalyst class is: 252. (2) Reactant: Br[C:2]1[CH:7]=[CH:6][N:5]=[C:4]2[N:8]([CH3:13])[CH:9]=[C:10]([CH:11]=[O:12])[C:3]=12.C1(C)C=CC=CC=1P(C1C=CC=CC=1C)C1C=CC=CC=1C.C(N(CC)CC)C.[CH2:43]=[CH:44][C:45]1[CH:50]=[CH:49][CH:48]=[CH:47][CH:46]=1. Product: [CH3:13][N:8]1[C:4]2=[N:5][CH:6]=[CH:7][C:2]([CH:43]=[CH:44][C:45]3[CH:50]=[CH:49][CH:48]=[CH:47][CH:46]=3)=[C:3]2[C:10]([CH:11]=[O:12])=[CH:9]1. The catalyst class is: 274.